Dataset: Forward reaction prediction with 1.9M reactions from USPTO patents (1976-2016). Task: Predict the product of the given reaction. (1) The product is: [CH2:10]([NH:17][CH:3]=[C:4]1[CH2:8][CH2:7][O:6][C:5]1=[O:9])[C:11]1[CH:16]=[CH:15][CH:14]=[CH:13][CH:12]=1. Given the reactants [Na].O[CH:3]=[C:4]1[CH2:8][CH2:7][O:6][C:5]1=[O:9].[CH2:10]([NH2:17])[C:11]1[CH:16]=[CH:15][CH:14]=[CH:13][CH:12]=1, predict the reaction product. (2) Given the reactants C(N(CC)CC)C.[C:8](Cl)(=[O:12])[CH:9]([CH3:11])[CH3:10].[C:14]([O:18][C:19]([NH:21][CH2:22][C@H:23]([N:28]1[CH2:33][CH2:32][NH:31][CH2:30][CH2:29]1)[C:24]([O:26][CH3:27])=[O:25])=[O:20])([CH3:17])([CH3:16])[CH3:15].O, predict the reaction product. The product is: [C:14]([O:18][C:19]([NH:21][CH2:22][C@H:23]([N:28]1[CH2:29][CH2:30][N:31]([C:8](=[O:12])[CH:9]([CH3:11])[CH3:10])[CH2:32][CH2:33]1)[C:24]([O:26][CH3:27])=[O:25])=[O:20])([CH3:17])([CH3:15])[CH3:16]. (3) Given the reactants C[O:2][C:3]1[CH:12]=[C:11]2[C:6]([CH:7]=[C:8]([C:13]([O:15]CC)=[O:14])[CH:9]=[N:10]2)=[CH:5][CH:4]=1.Br, predict the reaction product. The product is: [OH:2][C:3]1[CH:12]=[C:11]2[C:6]([CH:7]=[C:8]([C:13]([OH:15])=[O:14])[CH:9]=[N:10]2)=[CH:5][CH:4]=1. (4) Given the reactants [Cl:1][C:2]1[C:10]([O:11]C)=[C:9]2[C:5]([C:6]3[CH:16]=[C:15]([CH3:17])[CH:14]=[N:13][C:7]=3[NH:8]2)=[C:4]([C:18]2[CH:23]=[CH:22][CH:21]=[C:20]([S:24]([CH2:27][CH3:28])(=[O:26])=[O:25])[CH:19]=2)[CH:3]=1.C(S(C1C=C(C2C=CC(O)=C3C=2C2C=C(C)C=NC=2N3)C=CC=1)(=O)=O)C, predict the reaction product. The product is: [Cl:1][C:2]1[C:10]([OH:11])=[C:9]2[C:5]([C:6]3[CH:16]=[C:15]([CH3:17])[CH:14]=[N:13][C:7]=3[NH:8]2)=[C:4]([C:18]2[CH:23]=[CH:22][CH:21]=[C:20]([S:24]([CH2:27][CH3:28])(=[O:25])=[O:26])[CH:19]=2)[CH:3]=1.